From a dataset of Catalyst prediction with 721,799 reactions and 888 catalyst types from USPTO. Predict which catalyst facilitates the given reaction. (1) Product: [ClH:15].[NH:1]([C:5]1[CH:14]=[C:13]2[C:8]([C:9]([CH2:16][C:17]3[CH:22]=[CH:21][N:20]=[CH:19][CH:18]=3)=[N:10][N:11]=[C:12]2[NH:28][C:27]2[CH:29]=[CH:30][CH:31]=[C:25]([O:24][CH3:23])[CH:26]=2)=[CH:7][CH:6]=1)[C:2]([CH3:4])=[O:3]. The catalyst class is: 51. Reactant: [NH:1]([C:5]1[CH:14]=[C:13]2[C:8]([C:9]([CH2:16][C:17]3[CH:22]=[CH:21][N:20]=[CH:19][CH:18]=3)=[N:10][N:11]=[C:12]2[Cl:15])=[CH:7][CH:6]=1)[C:2]([CH3:4])=[O:3].[CH3:23][O:24][C:25]1[CH:26]=[C:27]([CH:29]=[CH:30][CH:31]=1)[NH2:28]. (2) Reactant: [CH:1]1[C:6]2[CH:7]([CH2:10][C:11]#[N:12])[CH2:8][CH2:9][C:5]=2[CH:4]=[CH:3][N:2]=1.[NH2:13]OC1C=CC([N+]([O-])=O)=CC=1[N+]([O-])=O.[C:27]([O:31][CH2:32][CH3:33])(=[O:30])[C:28]#[CH:29].C(=O)([O-])[O-].[K+].[K+]. Product: [C:11]([CH2:10][CH:7]1[C:6]2[C:1]3[N:2]([N:13]=[CH:29][C:28]=3[C:27]([O:31][CH2:32][CH3:33])=[O:30])[CH:3]=[CH:4][C:5]=2[CH2:9][CH2:8]1)#[N:12]. The catalyst class is: 47. (3) Reactant: [CH3:1][C:2]1[CH:10]=[C:9]([N+:11]([O-:13])=[O:12])[CH:8]=[C:7]2[C:3]=1[CH:4]=[N:5][NH:6]2.[OH-].[Na+].[I:16]I.Cl. Product: [I:16][C:4]1[C:3]2[C:7](=[CH:8][C:9]([N+:11]([O-:13])=[O:12])=[CH:10][C:2]=2[CH3:1])[NH:6][N:5]=1. The catalyst class is: 12.